Dataset: Full USPTO retrosynthesis dataset with 1.9M reactions from patents (1976-2016). Task: Predict the reactants needed to synthesize the given product. (1) Given the product [Cl:19][C:20]1[CH:28]=[CH:27][C:23]([C:24]([N:8]2[C:9]3[C:5](=[CH:4][C:3]([O:2][CH3:1])=[CH:11][CH:10]=3)[C:6]([CH2:12][C:13]([O:15][CH3:16])=[O:14])=[CH:7]2)=[O:25])=[CH:22][CH:21]=1, predict the reactants needed to synthesize it. The reactants are: [CH3:1][O:2][C:3]1[CH:4]=[C:5]2[C:9](=[CH:10][CH:11]=1)[NH:8][CH:7]=[C:6]2[CH2:12][C:13]([O:15][CH3:16])=[O:14].[H-].[Na+].[Cl:19][C:20]1[CH:28]=[CH:27][C:23]([C:24](Cl)=[O:25])=[CH:22][CH:21]=1.O. (2) Given the product [NH2:28][C:8]1[CH:7]=[C:6]([CH3:13])[C:5]2[C:10](=[CH:11][C:2]([Br:1])=[CH:3][CH:4]=2)[N:9]=1, predict the reactants needed to synthesize it. The reactants are: [Br:1][C:2]1[CH:11]=[C:10]2[C:5]([C:6]([CH3:13])=[CH:7][CH:8]=[N+:9]2[O-])=[CH:4][CH:3]=1.C1(C(F)(F)F)C=CC=CC=1.C([NH2:28])(C)(C)C.O(S(C1C=CC(C)=CC=1)(=O)=O)S(C1C=CC(C)=CC=1)(=O)=O.FC(F)(F)C(O)=O. (3) The reactants are: C1CCCCC1.[C:7]([O:11][C:12]([N:14]1[C:22]2[C:17](=[C:18]([C:23]#[C:24][Si](C)(C)C)[CH:19]=[CH:20][CH:21]=2)[CH:16]=[C:15]1[CH3:29])=[O:13])([CH3:10])([CH3:9])[CH3:8].[OH-:30].[Na+].[OH:32]O. Given the product [C:7]([O:11][C:12]([N:14]1[C:22]2[CH:21]=[CH:20][CH:19]=[C:18]([CH2:23][C:24]([OH:32])=[O:30])[C:17]=2[CH:16]=[C:15]1[CH3:29])=[O:13])([CH3:10])([CH3:9])[CH3:8], predict the reactants needed to synthesize it. (4) Given the product [CH3:17][O:15][C:13]([C:1]1[S:2][C:3]([S:4][CH3:5])=[C:6]([C:9]#[N:10])[C:7]=1[NH2:8])=[O:14], predict the reactants needed to synthesize it. The reactants are: [CH3:1][S:2][C:3](=[C:6]([C:9]#[N:10])[C:7]#[N:8])[S:4][CH3:5].CC(S)[C:13]([O-:15])=[O:14].[CH3:17]O.